Predict the reactants needed to synthesize the given product. From a dataset of Full USPTO retrosynthesis dataset with 1.9M reactions from patents (1976-2016). The reactants are: [CH3:1][O:2][C:3]1[CH:4]=[C:5]2[C:10](=[CH:11][C:12]=1[O:13][CH3:14])[N:9]=[CH:8][CH:7]=[C:6]2[O:15][C:16]1[CH:22]=[CH:21][C:19]([NH2:20])=[C:18]([CH3:23])[C:17]=1[CH3:24].Cl[C:26](Cl)([O:28][C:29](=[O:35])OC(Cl)(Cl)Cl)Cl.[N:37]1[CH:42]=[CH:41][CH:40]=[CH:39][C:38]=1CO.C(=O)(O)[O-].[Na+]. Given the product [CH3:1][O:2][C:3]1[CH:4]=[C:5]2[C:10](=[CH:11][C:12]=1[O:13][CH3:14])[N:9]=[CH:8][CH:7]=[C:6]2[O:15][C:16]1[CH:22]=[CH:21][C:19]([NH:20][C:29](=[O:35])[O:28][CH2:26][C:38]2[CH:39]=[CH:40][CH:41]=[CH:42][N:37]=2)=[C:18]([CH3:23])[C:17]=1[CH3:24], predict the reactants needed to synthesize it.